From a dataset of Forward reaction prediction with 1.9M reactions from USPTO patents (1976-2016). Predict the product of the given reaction. (1) Given the reactants NOS(O)(=O)=O.C([O-])(=O)C.[Na+].[C:12]([O:16][C:17](=[O:42])[NH:18][CH2:19][C@@H:20]1[O:24][C:23](=[O:25])[N:22]([C:26]2[CH:27]=[CH:28][C:29]3[C:35](=[O:36])[C:34](=[CH:37][N:38](C)C)[CH2:33][CH2:32][CH2:31][C:30]=3[CH:41]=2)[CH2:21]1)([CH3:15])([CH3:14])[CH3:13], predict the reaction product. The product is: [C:12]([O:16][C:17](=[O:42])[NH:18][CH2:19][C@@H:20]1[O:24][C:23](=[O:25])[N:22]([C:26]2[CH:27]=[CH:28][C:29]3[C:35]4[O:36][N:38]=[CH:37][C:34]=4[CH2:33][CH2:32][CH2:31][C:30]=3[CH:41]=2)[CH2:21]1)([CH3:15])([CH3:14])[CH3:13]. (2) Given the reactants [CH:1]1([N:4]2[C:8]3[C:9]([O:22][C@@H:23]([C@H:25]4[CH2:29][NH:28][C:27](=[O:30])[CH2:26]4)[CH3:24])=[CH:10][C:11](B4OC(C)(C)C(C)(C)O4)=[CH:12][C:7]=3[N:6]=[CH:5]2)[CH2:3][CH2:2]1.[C:31]([N:35]1[CH:39]=[CH:38][C:37](I)=[N:36]1)([CH3:34])([CH3:33])[CH3:32].C([O-])([O-])=O.[Na+].[Na+].N#N, predict the reaction product. The product is: [C:31]([N:35]1[CH:39]=[CH:38][C:37]([C:11]2[CH:10]=[C:9]([O:22][C@@H:23]([C@H:25]3[CH2:29][NH:28][C:27](=[O:30])[CH2:26]3)[CH3:24])[C:8]3[N:4]([CH:1]4[CH2:3][CH2:2]4)[CH:5]=[N:6][C:7]=3[CH:12]=2)=[N:36]1)([CH3:34])([CH3:33])[CH3:32].